Regression. Given two drug SMILES strings and cell line genomic features, predict the synergy score measuring deviation from expected non-interaction effect. From a dataset of Merck oncology drug combination screen with 23,052 pairs across 39 cell lines. Synergy scores: synergy=-3.43. Drug 1: CC(=O)OC1C(=O)C2(C)C(O)CC3OCC3(OC(C)=O)C2C(OC(=O)c2ccccc2)C2(O)CC(OC(=O)C(O)C(NC(=O)c3ccccc3)c3ccccc3)C(C)=C1C2(C)C. Cell line: SKMEL30. Drug 2: CC(C)CC(NC(=O)C(Cc1ccccc1)NC(=O)c1cnccn1)B(O)O.